Predict which catalyst facilitates the given reaction. From a dataset of Catalyst prediction with 721,799 reactions and 888 catalyst types from USPTO. (1) Reactant: Cl[CH2:2][CH:3]=O.C(=O)(O)[O-].[Na+].[I:10][C:11]1[CH:12]=[C:13]2[C:18](=[CH:19][CH:20]=1)[N:17]=[C:16]([NH2:21])[CH:15]=[CH:14]2. Product: [I:10][C:11]1[CH:12]=[C:13]2[C:18](=[CH:19][CH:20]=1)[N:17]1[CH:2]=[CH:3][N:21]=[C:16]1[CH:15]=[CH:14]2. The catalyst class is: 12. (2) Reactant: [C:1]([C:3]1[CH:8]=[CH:7][N:6]=[CH:5][CH:4]=1)#[N:2].O.[NH2:10][NH2:11].[C:12]([C:14]1C(=O)C(Cl)=[C:18](Cl)[C:16](=O)[C:15]=1[C:24]#[N:25])#[N:13].C(=O)([O-])O.[Na+]. Product: [N:6]1[CH:7]=[CH:8][C:3]([C:1]2[N:10]=[N:11][C:24]([C:15]3[CH:14]=[CH:12][N:13]=[CH:18][CH:16]=3)=[N:25][N:2]=2)=[CH:4][CH:5]=1. The catalyst class is: 6. (3) Reactant: Br[CH:2]([C:8]1[CH:13]=[CH:12][N:11]=[C:10]([S:14][CH3:15])[N:9]=1)[CH:3](OC)OC.[Cl:16][C:17]1[C:18]([NH2:23])=[N:19][CH:20]=[CH:21][N:22]=1.C1(C)C=CC(S(O)(=O)=O)=CC=1. Product: [Cl:16][C:17]1[C:18]2[N:19]([C:2]([C:8]3[CH:13]=[CH:12][N:11]=[C:10]([S:14][CH3:15])[N:9]=3)=[CH:3][N:23]=2)[CH:20]=[CH:21][N:22]=1. The catalyst class is: 47. (4) Reactant: [Cl:1][C:2]1[CH:3]=[C:4]2[C:8](=[CH:9][CH:10]=1)[N:7]([S:11]([C:14]1[CH:19]=[CH:18][CH:17]=[CH:16][CH:15]=1)(=[O:13])=[O:12])[C:6]([C:20]([O:22][CH2:23][CH3:24])=[O:21])=[C:5]2[S:25](Cl)(=[O:27])=[O:26].[CH2:29]([N:31](CC)CC)C.Cl.CN. Product: [Cl:1][C:2]1[CH:3]=[C:4]2[C:8](=[CH:9][CH:10]=1)[N:7]([S:11]([C:14]1[CH:19]=[CH:18][CH:17]=[CH:16][CH:15]=1)(=[O:13])=[O:12])[C:6]([C:20]([O:22][CH2:23][CH3:24])=[O:21])=[C:5]2[S:25]([NH:31][CH3:29])(=[O:27])=[O:26]. The catalyst class is: 4. (5) Reactant: [CH3:1][O:2][C:3]1[CH:28]=[CH:27][C:6]([CH2:7][N:8]2[C:12]3=[N:13][CH:14]=[CH:15][C:16]([O:17][C:18]4[CH:23]=[CH:22][C:21]([NH2:24])=[CH:20][C:19]=4[F:25])=[C:11]3[C:10](I)=[N:9]2)=[CH:5][CH:4]=1.[N:29]1([C:36]([O:38][C:39]([CH3:42])([CH3:41])[CH3:40])=[O:37])[CH2:35][CH2:34][CH2:33][NH:32][CH2:31][CH2:30]1.N1CCC[C@H]1C(O)=O.C([O-])([O-])=O.[K+].[K+]. Product: [NH2:24][C:21]1[CH:22]=[CH:23][C:18]([O:17][C:16]2[CH:15]=[CH:14][N:13]=[C:12]3[N:8]([CH2:7][C:6]4[CH:27]=[CH:28][C:3]([O:2][CH3:1])=[CH:4][CH:5]=4)[N:9]=[C:10]([N:32]4[CH2:33][CH2:34][CH2:35][N:29]([C:36]([O:38][C:39]([CH3:42])([CH3:41])[CH3:40])=[O:37])[CH2:30][CH2:31]4)[C:11]=23)=[C:19]([F:25])[CH:20]=1. The catalyst class is: 419. (6) Reactant: [C:1]([O:5][C:6]([NH:8][C@@H:9]([CH2:45][CH2:46][CH2:47][CH2:48][CH2:49][CH:50]=C)[C:10]([N:12]1[CH2:28][C@H:27]([O:29][C:30]2[C:31]3[CH:44]=[CH:43][S:42][C:32]=3[N:33]=[C:34]([C:36]3[CH:41]=[CH:40][CH:39]=[CH:38][N:37]=3)[N:35]=2)[CH2:26][C@H:13]1[C:14]([NH:16][C@:17]1([C:22]([O:24][CH3:25])=[O:23])[CH2:19][C@H:18]1[CH:20]=C)=[O:15])=[O:11])=[O:7])([CH3:4])([CH3:3])[CH3:2]. Product: [C:1]([O:5][C:6]([NH:8][C@@H:9]1[C:10](=[O:11])[N:12]2[CH2:28][C@H:27]([O:29][C:30]3[C:31]4[CH:44]=[CH:43][S:42][C:32]=4[N:33]=[C:34]([C:36]4[CH:41]=[CH:40][CH:39]=[CH:38][N:37]=4)[N:35]=3)[CH2:26][C@H:13]2[C:14](=[O:15])[NH:16][C@:17]2([C:22]([O:24][CH3:25])=[O:23])[CH2:19][C@H:18]2[CH:20]=[CH:50][CH2:49][CH2:48][CH2:47][CH2:46][CH2:45]1)=[O:7])([CH3:4])([CH3:2])[CH3:3]. The catalyst class is: 4. (7) Reactant: [CH3:1][C:2]([CH3:52])([CH3:51])[C:3]([O:5][CH2:6][O:7][C:8]([C:10]1([C:41]([O:43]CC2C=CC=CC=2)=[O:42])[CH2:15][CH2:14][N:13]([CH2:16][C:17]2[CH:22]=[CH:21][C:20]([C:23]3[N:27]=[C:26]([C:28]4[CH:33]=[CH:32][C:31]([C:34]5[CH:39]=[CH:38][CH:37]=[CH:36][CH:35]=5)=[C:30]([F:40])[CH:29]=4)[O:25][N:24]=3)=[CH:19][CH:18]=2)[CH2:12][CH2:11]1)=[O:9])=[O:4]. Product: [CH3:1][C:2]([CH3:52])([CH3:51])[C:3]([O:5][CH2:6][O:7][C:8]([C:10]1([C:41]([OH:43])=[O:42])[CH2:11][CH2:12][N:13]([CH2:16][C:17]2[CH:18]=[CH:19][C:20]([C:23]3[N:27]=[C:26]([C:28]4[CH:33]=[CH:32][C:31]([C:34]5[CH:35]=[CH:36][CH:37]=[CH:38][CH:39]=5)=[C:30]([F:40])[CH:29]=4)[O:25][N:24]=3)=[CH:21][CH:22]=2)[CH2:14][CH2:15]1)=[O:9])=[O:4]. The catalyst class is: 696.